This data is from Reaction yield outcomes from USPTO patents with 853,638 reactions. The task is: Predict the reaction yield, written as a fraction of the theoretical maximum amount of product (1.0 means a 100% yield; for example, 0.34 means a 34% yield). (1) The reactants are Cl.Cl.[CH2:3]([O:5][C:6](=[O:12])[CH2:7][NH:8][CH2:9][CH2:10][NH2:11])[CH3:4].[Cl:13][C:14]1[C:19]2[N:20]=[C:21]([S:23](Cl)(=[O:25])=[O:24])[S:22][C:18]=2[CH:17]=[CH:16][C:15]=1[O:27][CH3:28]. No catalyst specified. The product is [CH2:3]([O:5][C:6](=[O:12])[CH2:7][NH:8][CH2:9][CH2:10][NH:11][S:23]([C:21]1[S:22][C:18]2[CH:17]=[CH:16][C:15]([O:27][CH3:28])=[C:14]([Cl:13])[C:19]=2[N:20]=1)(=[O:25])=[O:24])[CH3:4]. The yield is 0.890. (2) The reactants are N[C:2]1[CH:3]=[C:4]([C@@H:9]2[CH2:13][NH:12][C:11](=[O:14])[CH2:10]2)[CH:5]=[CH:6][C:7]=1[Cl:8].Cl.N([O-])=O.[Na+].[I-:20].[K+]. The catalyst is O.CC(O)C.C(Cl)Cl. The product is [Cl:8][C:7]1[CH:6]=[CH:5][C:4]([C@@H:9]2[CH2:13][NH:12][C:11](=[O:14])[CH2:10]2)=[CH:3][C:2]=1[I:20]. The yield is 0.750.